From a dataset of Forward reaction prediction with 1.9M reactions from USPTO patents (1976-2016). Predict the product of the given reaction. Given the reactants [O:1]=[C:2]1[CH2:7][CH2:6][CH2:5][CH2:4][CH:3]1[C:8]#[N:9].C(Cl)(Cl)[Cl:11], predict the reaction product. The product is: [ClH:11].[NH2:9][CH2:8][CH:3]1[CH2:4][CH2:5][CH2:6][CH2:7][CH:2]1[OH:1].